The task is: Predict the product of the given reaction.. This data is from Forward reaction prediction with 1.9M reactions from USPTO patents (1976-2016). Given the reactants [F:1][CH:2]([F:45])[O:3][C:4]1[CH:9]=[CH:8][CH:7]=[CH:6][C:5]=1[CH:10]([C:21]1[N:25]2[CH:26]=[C:27]([C:30]3[CH:31]=[N:32][C:33]([N:36]4[CH2:42][CH2:41][C:40](=[O:43])[NH:39][CH2:38][CH2:37]4)=[N:34][CH:35]=3)[CH:28]=[CH:29][C:24]2=[N:23][C:22]=1[CH3:44])[C:11]([O:13]CC1C=CC=CC=1)=[O:12].O.[OH-].[Li+].C(O)(=O)CC(CC(O)=O)(C(O)=O)O, predict the reaction product. The product is: [F:45][CH:2]([F:1])[O:3][C:4]1[CH:9]=[CH:8][CH:7]=[CH:6][C:5]=1[CH:10]([C:21]1[N:25]2[CH:26]=[C:27]([C:30]3[CH:31]=[N:32][C:33]([N:36]4[CH2:42][CH2:41][C:40](=[O:43])[NH:39][CH2:38][CH2:37]4)=[N:34][CH:35]=3)[CH:28]=[CH:29][C:24]2=[N:23][C:22]=1[CH3:44])[C:11]([OH:13])=[O:12].